The task is: Predict the reactants needed to synthesize the given product.. This data is from Full USPTO retrosynthesis dataset with 1.9M reactions from patents (1976-2016). (1) Given the product [CH:19]1([C:17]([NH:16][C:14]2[N:15]=[C:10]3[CH:9]=[CH:8][C:7]([O:6][C:5]4[CH:22]=[CH:23][C:2]([NH:1][C:40]([C:34]5[C:33](=[O:43])[N:32]([C:29]6[CH:28]=[CH:27][C:26]([F:25])=[CH:31][CH:30]=6)[C:37]([CH3:38])=[C:36]([CH3:39])[CH:35]=5)=[O:41])=[CH:3][C:4]=4[F:24])=[CH:12][N:11]3[CH:13]=2)=[O:18])[CH2:21][CH2:20]1, predict the reactants needed to synthesize it. The reactants are: [NH2:1][C:2]1[CH:23]=[CH:22][C:5]([O:6][C:7]2[CH:8]=[CH:9][C:10]3[N:11]([CH:13]=[C:14]([NH:16][C:17]([CH:19]4[CH2:21][CH2:20]4)=[O:18])[N:15]=3)[CH:12]=2)=[C:4]([F:24])[CH:3]=1.[F:25][C:26]1[CH:31]=[CH:30][C:29]([N:32]2[C:37]([CH3:38])=[C:36]([CH3:39])[CH:35]=[C:34]([C:40](O)=[O:41])[C:33]2=[O:43])=[CH:28][CH:27]=1.C(N(CC)C(C)C)(C)C.CN(C(ON1N=NC2C=CC=NC1=2)=[N+](C)C)C.F[P-](F)(F)(F)(F)F.C(=O)([O-])O.[Na+]. (2) Given the product [CH3:1][O:2][C:3](=[O:25])[CH2:4][C:5]1[CH:10]=[C:9]([Br:11])[C:8]([O:12][C:13]2[CH:14]=[C:15]([CH:21]([CH3:23])[CH3:22])[C:16]([O:19][CH3:20])=[CH:17][C:18]=2[C:26](=[O:33])[C:27]2[CH:32]=[CH:31][CH:30]=[CH:29][CH:28]=2)=[C:7]([Br:24])[CH:6]=1, predict the reactants needed to synthesize it. The reactants are: [CH3:1][O:2][C:3](=[O:25])[CH2:4][C:5]1[CH:10]=[C:9]([Br:11])[C:8]([O:12][C:13]2[CH:18]=[CH:17][C:16]([O:19][CH3:20])=[C:15]([CH:21]([CH3:23])[CH3:22])[CH:14]=2)=[C:7]([Br:24])[CH:6]=1.[C:26](Cl)(=[O:33])[C:27]1[CH:32]=[CH:31][CH:30]=[CH:29][CH:28]=1. (3) The reactants are: [CH:1]1([CH2:6][CH:7]([C:11]2[CH:16]=[CH:15][C:14]([S:17]([CH3:20])(=[O:19])=[O:18])=[CH:13][CH:12]=2)[C:8]([OH:10])=O)[CH2:5][CH2:4][CH2:3][CH2:2]1.C1C=CC2N(O)N=NC=2C=1.C1CCC(N=C=NC2CCCCC2)CC1.[CH2:46]([O:48][C:49](=[O:58])[CH2:50][C:51]1[N:52]=[C:53]([NH2:57])[S:54][C:55]=1[CH3:56])[CH3:47].CCN(C(C)C)C(C)C. Given the product [CH2:46]([O:48][C:49](=[O:58])[CH2:50][C:51]1[N:52]=[C:53]([NH:57][C:8](=[O:10])[CH:7]([C:11]2[CH:16]=[CH:15][C:14]([S:17]([CH3:20])(=[O:19])=[O:18])=[CH:13][CH:12]=2)[CH2:6][CH:1]2[CH2:2][CH2:3][CH2:4][CH2:5]2)[S:54][C:55]=1[CH3:56])[CH3:47], predict the reactants needed to synthesize it. (4) Given the product [CH3:6][NH:5][C:3]([C@@H:2]([NH:1][C:25]([CH:24]([CH2:28][CH:29]([CH3:30])[CH3:31])[CH2:23][C:21]([O:20][CH2:18][CH3:19])=[O:22])=[O:26])[C@H:7]([O:9][CH2:10][C:11]1[CH:12]=[CH:13][CH:14]=[CH:15][CH:16]=1)[CH3:8])=[O:4], predict the reactants needed to synthesize it. The reactants are: [NH2:1][CH:2]([CH:7]([O:9][CH2:10][C:11]1[CH:16]=[CH:15][CH:14]=[CH:13][CH:12]=1)[CH3:8])[C:3]([NH:5][CH3:6])=[O:4].[Cl-].[CH2:18]([O:20][C:21]([CH2:23][CH:24]([CH2:28][CH:29]([CH3:31])[CH3:30])[C:25](O)=[O:26])=[O:22])[CH3:19].C1C=CC2N(O)N=NC=2C=1.C(Cl)CCl.CN1CCOCC1. (5) Given the product [C:2]([OH:8])([C:4]([F:7])([F:6])[F:5])=[O:3].[CH3:9][O:10][C:11]([NH:13][C@@H:14]([CH:58]([CH3:60])[CH3:59])[C:15]([N:17]1[C@H:22]([C:23]2[NH:27][CH:26]=[C:25]([C:28]#[C:29][C:30]3[CH:31]=[C:32]4[C:37](=[CH:38][CH:39]=3)[CH:36]=[C:35]([C:40]3[N:44]=[C:43]([C@@H:45]5[CH2:50][C@@H:49]6[C@@H:47]([CH2:48]6)[N:46]5[C:67](=[O:69])[C@@H:66]([NH:65][C:63](=[O:64])[O:62][CH3:61])[CH:70]5[CH2:4][CH2:2][O:8][CH2:74][CH2:75]5)[NH:42][CH:41]=3)[CH:34]=[CH:33]4)[N:24]=2)[CH2:21][C@@H:20]2[C@H:18]1[CH2:19]2)=[O:16])=[O:12], predict the reactants needed to synthesize it. The reactants are: Cl.[C:2]([OH:8])([C:4]([F:7])([F:6])[F:5])=[O:3].[CH3:9][O:10][C:11]([NH:13][C@@H:14]([CH:58]([CH3:60])[CH3:59])[C:15]([N:17]1[C@H:22]([C:23]2[NH:24][C:25]([C:28]#[C:29][C:30]3[CH:31]=[C:32]4[C:37](=[CH:38][CH:39]=3)[CH:36]=[C:35]([C:40]3[NH:44][C:43]([C@@H:45]5[CH2:50][C@@H:49]6[C@@H:47]([CH2:48]6)[N:46]5C(OC(C)(C)C)=O)=[N:42][CH:41]=3)[CH:34]=[CH:33]4)=[CH:26][N:27]=2)[CH2:21][C@@H:20]2[C@H:18]1[CH2:19]2)=[O:16])=[O:12].[CH3:61][O:62][C:63]([NH:65][C@@H:66]([CH:70]1[CH2:75][CH2:74]OCC1)[C:67]([OH:69])=O)=[O:64].CCN(C(C)C)C(C)C.CN(C(ON1N=NC2C=CC=NC1=2)=[N+](C)C)C.F[P-](F)(F)(F)(F)F. (6) Given the product [CH2:1]([O:8][C:9]1[C:10]([C:17]([OH:19])=[O:18])=[N:11][C:12]([CH3:16])=[N:13][C:14]=1[OH:15])[C:2]1[CH:3]=[CH:4][CH:5]=[CH:6][CH:7]=1, predict the reactants needed to synthesize it. The reactants are: [CH2:1]([O:8][C:9]1[C:10]([C:17]([O:19]CC)=[O:18])=[N:11][C:12]([CH3:16])=[N:13][C:14]=1[OH:15])[C:2]1[CH:7]=[CH:6][CH:5]=[CH:4][CH:3]=1.[OH-].[K+]. (7) Given the product [CH3:36][C:37]([CH3:42])([CH3:41])[CH2:38][CH2:39][O:25][C:24](=[O:26])[C@@H:23]([NH:22][C:20]([C:16]1[S:15][C:14]([NH:13][C:11](=[O:12])[CH2:10][C:5]2[CH:6]=[CH:7][CH:8]=[C:9]3[C:4]=2[CH:3]=[N:2][NH:1]3)=[N:18][C:17]=1[CH3:19])=[O:21])[CH2:27][NH:28][C:29]([C:31]1[S:32][CH:33]=[CH:34][CH:35]=1)=[O:30], predict the reactants needed to synthesize it. The reactants are: [NH:1]1[C:9]2[C:4](=[C:5]([CH2:10][C:11]([NH:13][C:14]3[S:15][C:16]([C:20]([NH:22][C@@H:23]([CH2:27][NH:28][C:29]([C:31]4[S:32][CH:33]=[CH:34][CH:35]=4)=[O:30])[C:24]([OH:26])=[O:25])=[O:21])=[C:17]([CH3:19])[N:18]=3)=[O:12])[CH:6]=[CH:7][CH:8]=2)[CH:3]=[N:2]1.[CH3:36][C:37]([CH3:42])([CH3:41])[CH2:38][CH2:39]O.O.C1(C)C=CC(S(O)(=O)=O)=CC=1. (8) Given the product [F:1][C:2]1[CH:3]=[C:4]2[C:8](=[CH:9][CH:10]=1)[NH:7][C:6](=[O:11])[C:5]2=[N:12][N:13]=[CH:14][C:15]1[NH:19][C:18]([CH3:20])=[C:17]([C:21]([NH:23][CH2:24][CH2:25][CH2:26][CH2:27][CH2:28][C:29]([NH:46][OH:47])=[O:31])=[O:22])[C:16]=1[CH3:32], predict the reactants needed to synthesize it. The reactants are: [F:1][C:2]1[CH:3]=[C:4]2[C:8](=[CH:9][CH:10]=1)[NH:7][C:6](=[O:11])[C:5]2=[N:12][N:13]=[CH:14][C:15]1[NH:19][C:18]([CH3:20])=[C:17]([C:21]([NH:23][CH2:24][CH2:25][CH2:26][CH2:27][CH2:28][C:29]([OH:31])=O)=[O:22])[C:16]=1[CH3:32].C(N(CC)CC)C.ClC(OCC)=O.[NH2:46][OH:47]. (9) Given the product [NH2:1][C:2]1[C:16]2[C:15](=[O:17])[C:14]([C:18]([OH:20])=[O:19])=[CH:13][N:7]3[C@@H:8]([CH2:11][F:12])[CH2:9][O:10][C:5]([C:6]=23)=[C:4]([NH:32][CH2:31][CH2:30][NH:29][C:24]2[CH:25]=[CH:26][CH:27]=[CH:28][N:23]=2)[C:3]=1[F:22], predict the reactants needed to synthesize it. The reactants are: [NH2:1][C:2]1[C:16]2[C:15](=[O:17])[C:14]([C:18]([OH:20])=[O:19])=[CH:13][N:7]3[C@@H:8]([CH2:11][F:12])[CH2:9][O:10][C:5]([C:6]=23)=[C:4](F)[C:3]=1[F:22].[N:23]1[CH:28]=[CH:27][CH:26]=[CH:25][C:24]=1[NH:29][CH2:30][CH2:31][NH2:32].C(N(CC)CC)C. (10) Given the product [Cl:22][C:2]1[CH:7]=[CH:6][C:5]([C:16]([CH2:11][CH2:10][CH2:15][N:13]2[CH2:14][CH2:15][CH:10]([NH:9][C:1](=[O:8])[C:2]3[CH:3]=[CH:4][CH:5]=[CH:6][CH:7]=3)[CH2:11][CH2:12]2)=[O:19])=[CH:4][CH:3]=1, predict the reactants needed to synthesize it. The reactants are: [C:1]([NH:9][CH:10]1[CH2:15][CH2:14][NH:13][CH2:12][CH2:11]1)(=[O:8])[C:2]1[CH:7]=[CH:6][CH:5]=[CH:4][CH:3]=1.[C:16]([O-:19])([O-])=O.[K+].[K+].[ClH:22].